This data is from CYP2C9 inhibition data for predicting drug metabolism from PubChem BioAssay. The task is: Regression/Classification. Given a drug SMILES string, predict its absorption, distribution, metabolism, or excretion properties. Task type varies by dataset: regression for continuous measurements (e.g., permeability, clearance, half-life) or binary classification for categorical outcomes (e.g., BBB penetration, CYP inhibition). Dataset: cyp2c9_veith. (1) The compound is COc1ccc(-c2ccc(/C=C3\C(=O)N(c4ccccc4)N=C3c3ccccc3)o2)c([N+](=O)[O-])c1. The result is 1 (inhibitor). (2) The molecule is O=C(CSc1ccc(C(F)(F)F)cc1[N+](=O)[O-])Nc1ccccc1. The result is 0 (non-inhibitor). (3) The molecule is CCS(=O)(=O)CCn1c([N+](=O)[O-])cnc1C. The result is 0 (non-inhibitor). (4) The drug is O=c1c(-c2cccs2)nc2cnc(Oc3ccccc3)nc2n1C1CC1. The result is 1 (inhibitor). (5) The compound is C[As+](C)(c1ccc(Br)c([N+](=O)[O-])c1)c1ccc(Br)c([N+](=O)[O-])c1.O=[N+]([O-])O. The result is 0 (non-inhibitor). (6) The result is 0 (non-inhibitor). The molecule is c1ccc2c(N3CCNCC3)nc(-c3ccoc3)nc2c1.